Dataset: Reaction yield outcomes from USPTO patents with 853,638 reactions. Task: Predict the reaction yield, written as a fraction of the theoretical maximum amount of product (1.0 means a 100% yield; for example, 0.34 means a 34% yield). The catalyst is CCO. The reactants are [CH3:1][O:2][C:3](=[O:16])[C:4](=O)[CH2:5][C:6]([C:8]1[CH:13]=[CH:12][CH:11]=[C:10]([Br:14])[CH:9]=1)=O.[CH3:17][NH:18][NH2:19]. The yield is 0.370. The product is [CH3:1][O:2][C:3]([C:4]1[N:18]([CH3:17])[N:19]=[C:6]([C:8]2[CH:13]=[CH:12][CH:11]=[C:10]([Br:14])[CH:9]=2)[CH:5]=1)=[O:16].[CH3:1][O:2][C:3]([C:4]1[CH:5]=[C:6]([C:8]2[CH:13]=[CH:12][CH:11]=[C:10]([Br:14])[CH:9]=2)[N:18]([CH3:17])[N:19]=1)=[O:16].